This data is from Full USPTO retrosynthesis dataset with 1.9M reactions from patents (1976-2016). The task is: Predict the reactants needed to synthesize the given product. (1) Given the product [CH2:13]([C:15]([CH2:25][OH:26])([CH2:19][CH2:20][CH2:21][CH3:22])[C:16]([OH:18])=[O:17])[CH3:14], predict the reactants needed to synthesize it. The reactants are: C([Li])CCC.C(NC(C)C)(C)C.[CH2:13]([CH:15]([CH2:19][CH2:20][CH2:21][CH3:22])[C:16]([OH:18])=[O:17])[CH3:14].C1C[O:26][CH2:25]C1. (2) Given the product [NH2:3][C:6]1[CH:18]=[C:17]([C:19]2[CH:20]=[CH:21][CH:22]=[CH:23][CH:24]=2)[CH:16]=[CH:15][C:7]=1[C:8]([O:10][C:11]([CH3:14])([CH3:13])[CH3:12])=[O:9], predict the reactants needed to synthesize it. The reactants are: CO.[N+:3]([C:6]1[CH:18]=[C:17]([C:19]2[CH:24]=[CH:23][CH:22]=[CH:21][CH:20]=2)[CH:16]=[CH:15][C:7]=1[C:8]([O:10][C:11]([CH3:14])([CH3:13])[CH3:12])=[O:9])([O-])=O. (3) Given the product [CH3:8][S:9]([O:15][C@H:14]1[C@@H:16]([O:17][S:9]([CH3:8])(=[O:11])=[O:10])[CH2:18][O:19][CH2:13]1)(=[O:11])=[O:10], predict the reactants needed to synthesize it. The reactants are: C(N(CC)CC)C.[CH3:8][S:9](Cl)(=[O:11])=[O:10].[CH2:13]1[O:19][CH2:18][C@@H:16]([OH:17])[C@H:14]1[OH:15]. (4) Given the product [CH:32]1([CH2:31][O:30][C:22]2[CH:23]=[CH:24][C:25]3[O:26][CH2:27][O:28][C:29]=3[C:21]=2[C:20]2[C:15]3[NH:14][C:13]([CH3:35])=[C:12]([C:10]([NH:9][C@H:6]4[CH2:7][CH2:8][C@@H:3]([NH:2][C:36](=[O:39])[CH2:37][CH3:38])[CH2:4][CH2:5]4)=[O:11])[C:16]=3[N:17]=[CH:18][N:19]=2)[CH2:34][CH2:33]1, predict the reactants needed to synthesize it. The reactants are: Cl.[NH2:2][C@@H:3]1[CH2:8][CH2:7][C@H:6]([NH:9][C:10]([C:12]2[C:16]3[N:17]=[CH:18][N:19]=[C:20]([C:21]4[C:29]5[O:28][CH2:27][O:26][C:25]=5[CH:24]=[CH:23][C:22]=4[O:30][CH2:31][CH:32]4[CH2:34][CH2:33]4)[C:15]=3[NH:14][C:13]=2[CH3:35])=[O:11])[CH2:5][CH2:4]1.[C:36](Cl)(=[O:39])[CH2:37][CH3:38]. (5) The reactants are: [F:1][C:2]([F:38])([C:19]1[CH:24]=[CH:23][C:22]([NH:25][C:26]2[CH:31]=[CH:30][C:29]([N+:32]([O-:34])=[O:33])=[CH:28][C:27]=2[N+:35]([O-:37])=[O:36])=[CH:21][CH:20]=1)[C:3]([F:18])([F:17])[C:4]([F:16])([F:15])[C:5]([F:14])([F:13])[C:6]([F:12])([F:11])[C:7]([F:10])([F:9])[F:8].C(=O)([O-])[O-].[K+].[K+].[CH2:45](Br)[CH:46]=[CH2:47]. Given the product [CH2:47]([N:25]([C:22]1[CH:23]=[CH:24][C:19]([C:2]([F:38])([F:1])[C:3]([F:18])([F:17])[C:4]([F:15])([F:16])[C:5]([F:13])([F:14])[C:6]([F:12])([F:11])[C:7]([F:10])([F:9])[F:8])=[CH:20][CH:21]=1)[C:26]1[CH:31]=[CH:30][C:29]([N+:32]([O-:34])=[O:33])=[CH:28][C:27]=1[N+:35]([O-:37])=[O:36])[CH:46]=[CH2:45], predict the reactants needed to synthesize it. (6) Given the product [CH3:2][S:3]([C:6]1[CH:7]=[CH:8][C:9]([C:12]2[CH:17]=[CH:16][C:15]([O:18][CH2:19][CH:20]3[CH2:25][CH2:24][N:23]([C:31]([C:28]4([C:27]([F:35])([F:34])[F:26])[CH2:30][CH2:29]4)=[O:32])[CH2:22][CH2:21]3)=[CH:14][CH:13]=2)=[CH:10][CH:11]=1)(=[O:5])=[O:4], predict the reactants needed to synthesize it. The reactants are: Cl.[CH3:2][S:3]([C:6]1[CH:11]=[CH:10][C:9]([C:12]2[CH:17]=[CH:16][C:15]([O:18][CH2:19][CH:20]3[CH2:25][CH2:24][NH:23][CH2:22][CH2:21]3)=[CH:14][CH:13]=2)=[CH:8][CH:7]=1)(=[O:5])=[O:4].[F:26][C:27]([F:35])([F:34])[C:28]1([C:31](O)=[O:32])[CH2:30][CH2:29]1.C(Cl)CCl.C1C=CC2N(O)N=NC=2C=1.CCN(C(C)C)C(C)C. (7) Given the product [C:12]([C:14]1[CH:19]=[CH:18][CH:17]=[CH:16][C:15]=1[C:2]1[CH:11]=[CH:10][C:5]([C:6]([O:8][CH3:9])=[O:7])=[CH:4][N:3]=1)#[N:13], predict the reactants needed to synthesize it. The reactants are: Cl[C:2]1[CH:11]=[CH:10][C:5]([C:6]([O:8][CH3:9])=[O:7])=[CH:4][N:3]=1.[C:12]([C:14]1[CH:19]=[CH:18][CH:17]=[CH:16][C:15]=1B(O)O)#[N:13].C(=O)([O-])[O-].[K+].[K+].